This data is from Reaction yield outcomes from USPTO patents with 853,638 reactions. The task is: Predict the reaction yield, written as a fraction of the theoretical maximum amount of product (1.0 means a 100% yield; for example, 0.34 means a 34% yield). (1) The reactants are [C:1]([O:5][C:6]([N:8]1[CH2:12][CH2:11][C@H:10]([NH:13][CH:14]2[CH2:19][CH2:18][N:17]([CH3:20])[CH2:16][CH2:15]2)[CH2:9]1)=[O:7])([CH3:4])([CH3:3])[CH3:2].[CH2:21]=O. The catalyst is C1COCC1. The product is [C:1]([O:5][C:6]([N:8]1[CH2:12][CH2:11][C@H:10]([N:13]([CH3:21])[CH:14]2[CH2:19][CH2:18][N:17]([CH3:20])[CH2:16][CH2:15]2)[CH2:9]1)=[O:7])([CH3:4])([CH3:3])[CH3:2]. The yield is 0.990. (2) The reactants are [Cl:1][C:2]1[C:3]([F:45])=[C:4]([C@@H:8]2[C@:12]([C:15]3[CH:20]=[CH:19][C:18]([Cl:21])=[CH:17][C:16]=3[F:22])([C:13]#[N:14])[C@H:11]([CH2:23][C:24]([CH3:27])([CH3:26])[CH3:25])[NH:10][C@H:9]2[C:28]([NH:30][C:31]2[CH:39]=[CH:38][C:34]([C:35]([OH:37])=[O:36])=[CH:33][C:32]=2[O:40][C:41](F)(F)F)=[O:29])[CH:5]=[CH:6][CH:7]=1.[CH2:46]1[CH2:51][CH2:50][CH2:49][CH:48]([CH2:52][CH:53]=O)[CH2:47]1.[CH3:55]C(O)=O. The catalyst is C(Cl)Cl. The product is [CH3:55][O:37][C:35](=[O:36])[C:34]1[CH:38]=[CH:39][C:31]([N:30]2[C:28](=[O:29])[C@H:9]3[C@H:8]([C:4]4[CH:5]=[CH:6][CH:7]=[C:2]([Cl:1])[C:3]=4[F:45])[C@:12]([C:15]4[CH:20]=[CH:19][C:18]([Cl:21])=[CH:17][C:16]=4[F:22])([C:13]#[N:14])[C@H:11]([CH2:23][C:24]([CH3:27])([CH3:25])[CH3:26])[N:10]3[C@@H:53]2[CH2:52][CH:48]2[CH2:49][CH2:50][CH2:51][CH2:46][CH2:47]2)=[C:32]([O:40][CH3:41])[CH:33]=1. The yield is 0.904.